From a dataset of NCI-60 drug combinations with 297,098 pairs across 59 cell lines. Regression. Given two drug SMILES strings and cell line genomic features, predict the synergy score measuring deviation from expected non-interaction effect. (1) Drug 1: CCC1=C2CN3C(=CC4=C(C3=O)COC(=O)C4(CC)O)C2=NC5=C1C=C(C=C5)O. Drug 2: C1=NNC2=C1C(=O)NC=N2. Cell line: 786-0. Synergy scores: CSS=51.9, Synergy_ZIP=-0.690, Synergy_Bliss=-1.13, Synergy_Loewe=-74.5, Synergy_HSA=-1.07. (2) Drug 1: C1=NC(=NC(=O)N1C2C(C(C(O2)CO)O)O)N. Drug 2: CC1=C(N=C(N=C1N)C(CC(=O)N)NCC(C(=O)N)N)C(=O)NC(C(C2=CN=CN2)OC3C(C(C(C(O3)CO)O)O)OC4C(C(C(C(O4)CO)O)OC(=O)N)O)C(=O)NC(C)C(C(C)C(=O)NC(C(C)O)C(=O)NCCC5=NC(=CS5)C6=NC(=CS6)C(=O)NCCC[S+](C)C)O. Cell line: HCT116. Synergy scores: CSS=62.6, Synergy_ZIP=0.368, Synergy_Bliss=0.582, Synergy_Loewe=1.80, Synergy_HSA=3.58. (3) Drug 1: CC12CCC(CC1=CCC3C2CCC4(C3CC=C4C5=CN=CC=C5)C)O. Drug 2: C1CCC(C(C1)N)N.C(=O)(C(=O)[O-])[O-].[Pt+4]. Cell line: SF-295. Synergy scores: CSS=18.0, Synergy_ZIP=-5.43, Synergy_Bliss=0.0257, Synergy_Loewe=-1.07, Synergy_HSA=2.83. (4) Drug 1: COC1=C(C=C2C(=C1)N=CN=C2NC3=CC(=C(C=C3)F)Cl)OCCCN4CCOCC4. Drug 2: C1CN1P(=S)(N2CC2)N3CC3. Cell line: K-562. Synergy scores: CSS=31.2, Synergy_ZIP=-1.49, Synergy_Bliss=4.92, Synergy_Loewe=8.29, Synergy_HSA=8.38. (5) Drug 1: C1=CC(=C2C(=C1NCCNCCO)C(=O)C3=C(C=CC(=C3C2=O)O)O)NCCNCCO. Drug 2: COC1=NC(=NC2=C1N=CN2C3C(C(C(O3)CO)O)O)N. Cell line: U251. Synergy scores: CSS=48.5, Synergy_ZIP=7.25, Synergy_Bliss=9.03, Synergy_Loewe=-31.9, Synergy_HSA=6.87. (6) Drug 1: CC1=C(C=C(C=C1)NC2=NC=CC(=N2)N(C)C3=CC4=NN(C(=C4C=C3)C)C)S(=O)(=O)N.Cl. Drug 2: CN1C(=O)N2C=NC(=C2N=N1)C(=O)N. Cell line: OVCAR-4. Synergy scores: CSS=-4.69, Synergy_ZIP=0.927, Synergy_Bliss=-3.31, Synergy_Loewe=-7.68, Synergy_HSA=-7.01. (7) Drug 1: C(CC(=O)O)C(=O)CN.Cl. Drug 2: CC1C(C(CC(O1)OC2CC(CC3=C2C(=C4C(=C3O)C(=O)C5=CC=CC=C5C4=O)O)(C(=O)C)O)N)O. Cell line: NCI-H460. Synergy scores: CSS=40.9, Synergy_ZIP=-1.06, Synergy_Bliss=-3.04, Synergy_Loewe=-17.8, Synergy_HSA=-1.86. (8) Drug 1: CC12CCC(CC1=CCC3C2CCC4(C3CC=C4C5=CN=CC=C5)C)O. Drug 2: CC1OCC2C(O1)C(C(C(O2)OC3C4COC(=O)C4C(C5=CC6=C(C=C35)OCO6)C7=CC(=C(C(=C7)OC)O)OC)O)O. Cell line: SN12C. Synergy scores: CSS=46.2, Synergy_ZIP=4.82, Synergy_Bliss=5.05, Synergy_Loewe=-2.30, Synergy_HSA=5.77. (9) Drug 1: C(CC(=O)O)C(=O)CN.Cl. Drug 2: C1CCC(C(C1)N)N.C(=O)(C(=O)[O-])[O-].[Pt+4]. Cell line: RPMI-8226. Synergy scores: CSS=61.7, Synergy_ZIP=8.26, Synergy_Bliss=6.45, Synergy_Loewe=3.30, Synergy_HSA=6.84.